From a dataset of Catalyst prediction with 721,799 reactions and 888 catalyst types from USPTO. Predict which catalyst facilitates the given reaction. (1) Reactant: [C:1]([O:5][C:6]([N:8]1[CH2:13][CH2:12][NH:11][CH2:10][CH2:9]1)=[O:7])([CH3:4])([CH3:3])[CH3:2].N1C=CC=CC=1.[Cl:20][C:21](Cl)([O:23]C(=O)OC(Cl)(Cl)Cl)Cl. Product: [C:1]([O:5][C:6]([N:8]1[CH2:13][CH2:12][N:11]([C:21]([Cl:20])=[O:23])[CH2:10][CH2:9]1)=[O:7])([CH3:4])([CH3:2])[CH3:3]. The catalyst class is: 2. (2) Reactant: Cl[C:2]1[C:7]([C:8]#[N:9])=[C:6]([Cl:10])[N:5]=[C:4]([NH:11][CH2:12][CH2:13][OH:14])[N:3]=1.[NH2:15][CH2:16][CH:17]1[CH2:19][CH2:18]1.C(N(C(C)C)C(C)C)C. Product: [Cl:10][C:6]1[C:7]([C:8]#[N:9])=[C:2]([NH:15][CH2:16][CH:17]2[CH2:19][CH2:18]2)[N:3]=[C:4]([NH:11][CH2:12][CH2:13][OH:14])[N:5]=1. The catalyst class is: 12. (3) Reactant: [C:1]([C:3]1[CH:11]=[C:10]2[C:6]([CH2:7][CH2:8][CH:9]2[CH2:12][OH:13])=[CH:5][CH:4]=1)#[N:2].C(N(CC)CC)C.[CH3:21][S:22](Cl)(=[O:24])=[O:23].O. Product: [CH3:21][S:22]([O:13][CH2:12][CH:9]1[C:10]2[C:6](=[CH:5][CH:4]=[C:3]([C:1]#[N:2])[CH:11]=2)[CH2:7][CH2:8]1)(=[O:24])=[O:23]. The catalyst class is: 4.